This data is from Reaction yield outcomes from USPTO patents with 853,638 reactions. The task is: Predict the reaction yield, written as a fraction of the theoretical maximum amount of product (1.0 means a 100% yield; for example, 0.34 means a 34% yield). (1) The yield is 0.440. The reactants are [CH2:1]([C:5]1[N:6]=[C:7]2[CH:22]=[CH:21][CH:20]=[CH:19][N:8]2[C:9](=[O:18])[C:10]=1[C:11]1[CH:16]=[CH:15][C:14]([OH:17])=[CH:13][CH:12]=1)[CH2:2][CH2:3][CH3:4].O[C@H:24]1[CH2:28][CH2:27][N:26]([C:29]([O:31][C:32]([CH3:35])([CH3:34])[CH3:33])=[O:30])[CH2:25]1.C1(P(C2C=CC=CC=2)C2C=CC=CC=2)C=CC=CC=1.N(C(OCC)=O)=NC(OCC)=O. The product is [CH2:1]([C:5]1[N:6]=[C:7]2[CH:22]=[CH:21][CH:20]=[CH:19][N:8]2[C:9](=[O:18])[C:10]=1[C:11]1[CH:16]=[CH:15][C:14]([O:17][C@@H:28]2[CH2:24][CH2:25][N:26]([C:29]([O:31][C:32]([CH3:35])([CH3:34])[CH3:33])=[O:30])[CH2:27]2)=[CH:13][CH:12]=1)[CH2:2][CH2:3][CH3:4]. The catalyst is O1CCCC1. (2) The yield is 0.770. The catalyst is O1CCCC1.C(OCC)(=O)C. The product is [CH3:12][O:13][C:14]([C:23]1[C:29]([CH2:30][CH2:31][CH3:32])=[CH:28][C:26]([NH:27][C:8]([C:5]2[C:4]([CH3:11])=[N:3][N:2]([CH3:1])[C:6]=2[CH3:7])=[O:9])=[C:25]([CH3:33])[CH:24]=1)([C:15]([F:16])([F:17])[F:18])[C:19]([F:20])([F:22])[F:21]. The reactants are [CH3:1][N:2]1[C:6]([CH3:7])=[C:5]([C:8](Cl)=[O:9])[C:4]([CH3:11])=[N:3]1.[CH3:12][O:13][C:14]([C:23]1[C:29]([CH2:30][CH2:31][CH3:32])=[CH:28][C:26]([NH2:27])=[C:25]([CH3:33])[CH:24]=1)([C:19]([F:22])([F:21])[F:20])[C:15]([F:18])([F:17])[F:16].C(N(CC)CC)C.